This data is from Full USPTO retrosynthesis dataset with 1.9M reactions from patents (1976-2016). The task is: Predict the reactants needed to synthesize the given product. (1) The reactants are: C([N:4]1[C:12]2[C:7](=[CH:8][CH:9]=[CH:10][CH:11]=2)[C:6](=[C:13](OCC)[C:14]2[CH:19]=[CH:18][CH:17]=[CH:16][CH:15]=2)[C:5]1=[O:23])(=O)C.[NH2:24][C:25]1[CH:30]=[CH:29][CH:28]=[CH:27][CH:26]=1.CO.[OH-].[Na+]. Given the product [NH:24](/[C:13](=[C:6]1\[C:5](=[O:23])[NH:4][C:12]2[C:7]\1=[CH:8][CH:9]=[CH:10][CH:11]=2)/[C:14]1[CH:15]=[CH:16][CH:17]=[CH:18][CH:19]=1)[C:25]1[CH:30]=[CH:29][CH:28]=[CH:27][CH:26]=1, predict the reactants needed to synthesize it. (2) Given the product [Br:1][C:2]1[C:3]([F:11])=[C:4]([CH2:9][OH:14])[C:5]([F:8])=[CH:6][CH:7]=1, predict the reactants needed to synthesize it. The reactants are: [Br:1][C:2]1[CH:7]=[CH:6][C:5]([F:8])=[C:4]([CH2:9]Br)[C:3]=1[F:11].O.C(=O)([O-])[O-:14].[Ca+2].Cl. (3) Given the product [CH2:1]([O:3][C:4](=[O:15])[CH2:5][C:6]1[C:11]([CH2:12][CH3:13])=[N:17][NH:18][C:7]=1[CH2:8][CH3:9])[CH3:2], predict the reactants needed to synthesize it. The reactants are: [CH2:1]([O:3][C:4](=[O:15])[CH2:5][CH:6]([C:11](=O)[CH2:12][CH3:13])[C:7](=O)[CH2:8][CH3:9])[CH3:2].O.[NH2:17][NH2:18]. (4) The reactants are: [NH2:1][C:2]1[C:3](I)=[CH:4][C:5]([F:18])=[C:6]([C@:8]2([CH3:17])[C:13]([F:15])([F:14])[CH2:12][O:11][C:10]([NH2:16])=[N:9]2)[CH:7]=1.[CH3:20][C:21]1[CH:26]=[CH:25][C:24]([CH2:27][C:28]#[CH:29])=[CH:23][CH:22]=1. Given the product [F:14][C:13]1([F:15])[CH2:12][O:11][C:10]([NH2:16])=[N:9][C@@:8]1([C:6]1[CH:7]=[C:2]2[C:3]([CH2:29][C:28]([CH2:27][C:24]3[CH:25]=[CH:26][C:21]([CH3:20])=[CH:22][CH:23]=3)=[N:1]2)=[CH:4][C:5]=1[F:18])[CH3:17], predict the reactants needed to synthesize it. (5) Given the product [CH:3]([C:2]1([CH:1]=[O:5])[CH2:6][CH2:11][CH:10]=[CH:9][CH2:8]1)=[CH2:4].[CH:3]([CH:2]1[CH2:1][CH2:11][C:10]([CH:6]=[O:7])=[CH:9][CH2:8]1)=[CH2:4], predict the reactants needed to synthesize it. The reactants are: [CH:1](=[O:5])/[CH:2]=[CH:3]/[CH3:4].[CH2:6]=[O:7].[CH2:8]=[CH:9][CH:10]=[CH2:11]. (6) The reactants are: F[C:2]1[CH:7]=[CH:6][C:5]([S:8]([CH3:11])(=[O:10])=[O:9])=[CH:4][CH:3]=1.[C@H:12]12[CH2:18][C@H:15]([NH:16][CH2:17]1)[CH2:14][NH:13]2.C([O-])([O-])=O.[K+].[K+]. Given the product [CH3:11][S:8]([C:5]1[CH:6]=[CH:7][C:2]([N:13]2[CH2:14][C@@H:15]3[CH2:18][C@H:12]2[CH2:17][NH:16]3)=[CH:3][CH:4]=1)(=[O:10])=[O:9], predict the reactants needed to synthesize it.